From a dataset of Full USPTO retrosynthesis dataset with 1.9M reactions from patents (1976-2016). Predict the reactants needed to synthesize the given product. (1) Given the product [F:1][C:2]([F:30])([F:29])[C:3]1[CH:4]=[C:5]([C@H:13]2[O:17][C:16](=[O:18])[N:15]([CH2:19][C:20]3[C:25]([F:26])=[CH:24][CH:23]=[CH:22][C:21]=3[C:35]3[CH:36]=[C:37]([CH:38]([CH3:40])[CH3:39])[C:32]([F:31])=[CH:33][C:34]=3[O:44][CH3:45])[C@H:14]2[CH3:28])[CH:6]=[C:7]([C:9]([F:12])([F:11])[F:10])[CH:8]=1, predict the reactants needed to synthesize it. The reactants are: [F:1][C:2]([F:30])([F:29])[C:3]1[CH:4]=[C:5]([C@H:13]2[O:17][C:16](=[O:18])[N:15]([CH2:19][C:20]3[C:25]([F:26])=[CH:24][CH:23]=[CH:22][C:21]=3Cl)[C@H:14]2[CH3:28])[CH:6]=[C:7]([C:9]([F:12])([F:11])[F:10])[CH:8]=1.[F:31][C:32]1[C:37]([CH:38]([CH3:40])[CH3:39])=[CH:36][C:35](B(O)O)=[C:34]([O:44][CH3:45])[CH:33]=1.[OH-].[K+].C(P(C(C)(C)C)C(C)(C)C)(C)(C)C. (2) The reactants are: [CH3:1][S:2]([N:5]([CH2:12][C@@H:13]1[NH:18][CH2:17][CH2:16][N:15]([C:19]([O:21][C:22]([CH3:25])([CH3:24])[CH3:23])=[O:20])[CH2:14]1)[C:6]1[CH:11]=[CH:10][CH:9]=[CH:8][CH:7]=1)(=[O:4])=[O:3].Cl[C:27]1[N:32]=[CH:31][C:30]([C:33]([OH:42])([C:38]([F:41])([F:40])[F:39])[C:34]([F:37])([F:36])[F:35])=[CH:29][N:28]=1.CCN(C(C)C)C(C)C. Given the product [CH3:1][S:2]([N:5]([CH2:12][C@@H:13]1[N:18]([C:27]2[N:28]=[CH:29][C:30]([C:33]([OH:42])([C:34]([F:35])([F:36])[F:37])[C:38]([F:40])([F:41])[F:39])=[CH:31][N:32]=2)[CH2:17][CH2:16][N:15]([C:19]([O:21][C:22]([CH3:25])([CH3:24])[CH3:23])=[O:20])[CH2:14]1)[C:6]1[CH:7]=[CH:8][CH:9]=[CH:10][CH:11]=1)(=[O:3])=[O:4], predict the reactants needed to synthesize it. (3) Given the product [NH:22]1[C@@H:23]2[C@@H:18]([CH2:17][CH2:16][C:15]3[C:24]2=[N:11][CH:12]=[CH:13][CH:14]=3)[CH2:19][CH2:20][CH2:21]1, predict the reactants needed to synthesize it. The reactants are: COC1C=CC([C@H]([N:11]2[C@@H:24]3[C@@H:15]([CH2:16][CH2:17][C:18]4[C:23]3=[N:22][CH:21]=[CH:20][CH:19]=4)[CH2:14][CH2:13][CH2:12]2)C)=CC=1.FC(F)(F)C(O)=O. (4) Given the product [C:1]([C:5]1[CH:9]=[C:8]([NH:10][C:11]([NH:13][C@@H:14]2[C:23]3[C:18](=[CH:19][CH:20]=[CH:21][CH:22]=3)[C@H:17]([O:24][C:25]3[CH:26]=[CH:27][C:28]4[N:29]([C:31]([N:34]5[CH2:35][CH2:36][CH2:37][CH2:38][CH2:39]5)=[N:32][N:33]=4)[CH:30]=3)[CH2:16][CH2:15]2)=[O:12])[N:7]([C:40]2[CH:41]=[N:42][N:43]([CH2:45][CH2:46][N:53]([CH3:54])[CH3:52])[CH:44]=2)[N:6]=1)([CH3:2])([CH3:3])[CH3:4], predict the reactants needed to synthesize it. The reactants are: [C:1]([C:5]1[CH:9]=[C:8]([NH:10][C:11]([NH:13][C@@H:14]2[C:23]3[C:18](=[CH:19][CH:20]=[CH:21][CH:22]=3)[C@H:17]([O:24][C:25]3[CH:26]=[CH:27][C:28]4[N:29]([C:31]([N:34]5[CH2:39][CH2:38][CH2:37][CH2:36][CH2:35]5)=[N:32][N:33]=4)[CH:30]=3)[CH2:16][CH2:15]2)=[O:12])[N:7]([C:40]2[CH:41]=[N:42][N:43]([CH2:45][CH2:46]OS(C)(=O)=O)[CH:44]=2)[N:6]=1)([CH3:4])([CH3:3])[CH3:2].[CH3:52][NH:53][CH3:54]. (5) Given the product [CH2:11]([C:9]1[S:8][C:4]2[N:5]=[CH:6][N:7]=[C:2]([NH:21][CH:18]3[CH2:19][CH2:20][CH:15]([N:14]([CH3:22])[CH3:13])[CH2:16][CH2:17]3)[C:3]=2[N:10]=1)[CH3:12], predict the reactants needed to synthesize it. The reactants are: Cl[C:2]1[C:3]2[N:10]=[C:9]([CH2:11][CH3:12])[S:8][C:4]=2[N:5]=[CH:6][N:7]=1.[CH3:13][N:14]([CH3:22])[CH:15]1[CH2:20][CH2:19][CH:18]([NH2:21])[CH2:17][CH2:16]1.C(=O)([O-])[O-].[K+].[K+]. (6) Given the product [CH3:13][O:14][C:15]1[C:20]([C:2]2[CH:7]=[C:6]([C:8]3[O:12][CH:11]=[N:10][CH:9]=3)[CH:5]=[CH:4][N:3]=2)=[C:19]([CH3:30])[CH:18]=[CH:17][N:16]=1, predict the reactants needed to synthesize it. The reactants are: Br[C:2]1[CH:7]=[C:6]([C:8]2[O:12][CH:11]=[N:10][CH:9]=2)[CH:5]=[CH:4][N:3]=1.[CH3:13][O:14][C:15]1[C:20](B2OC(C)(C)C(C)(C)O2)=[C:19]([CH3:30])[CH:18]=[CH:17][N:16]=1.[O-]P([O-])([O-])=O.[K+].[K+].[K+].CN(C1C(C2C(P(C3CCCCC3)C3CCCCC3)=CC=CC=2)=CC=CC=1)C.